This data is from Reaction yield outcomes from USPTO patents with 853,638 reactions. The task is: Predict the reaction yield, written as a fraction of the theoretical maximum amount of product (1.0 means a 100% yield; for example, 0.34 means a 34% yield). (1) No catalyst specified. The product is [NH:1]1[C:9]2[C:4](=[CH:5][CH:6]=[C:7]([CH:10]([C:16]3[C:24]4[C:19](=[CH:20][CH:21]=[CH:22][CH:23]=4)[NH:18][CH:17]=3)[CH2:11][CH2:12][NH:14][CH3:15])[CH:8]=2)[CH:3]=[CH:2]1. The yield is 0.620. The reactants are [NH:1]1[C:9]2[C:4](=[CH:5][CH:6]=[C:7]([CH:10]([C:16]3[C:24]4[C:19](=[CH:20][CH:21]=[CH:22][CH:23]=4)[NH:18][CH:17]=3)[CH2:11][C:12]([NH:14][CH3:15])=O)[CH:8]=2)[CH:3]=[CH:2]1.N1C2C(=CC=CC=2C(C2C=CC=CC=2)CCNC)C=C1. (2) The reactants are Br[C:2]1[N:9]=[CH:8][CH:7]=[C:6]([Cl:10])[C:3]=1[CH:4]=[O:5].[C:11]1(=[O:24])[C:16]2=[CH:17][C:18]3[CH2:19][CH2:20][CH2:21][CH2:22][C:23]=3[N:15]2[CH2:14][CH2:13][NH:12]1.CC1(C)C2C(=C(P(C3C=CC=CC=3)C3C=CC=CC=3)C=CC=2)OC2C(P(C3C=CC=CC=3)C3C=CC=CC=3)=CC=CC1=2.C([O-])([O-])=O.[Cs+].[Cs+]. The catalyst is C1C=CC(/C=C/C(/C=C/C2C=CC=CC=2)=O)=CC=1.C1C=CC(/C=C/C(/C=C/C2C=CC=CC=2)=O)=CC=1.C1C=CC(/C=C/C(/C=C/C2C=CC=CC=2)=O)=CC=1.[Pd].[Pd].O1CCOCC1. The product is [Cl:10][C:6]1[C:3]([CH:4]=[O:5])=[C:2]([N:12]2[CH2:13][CH2:14][N:15]3[C:23]4[CH2:22][CH2:21][CH2:20][CH2:19][C:18]=4[CH:17]=[C:16]3[C:11]2=[O:24])[N:9]=[CH:8][CH:7]=1. The yield is 0.500.